From a dataset of Full USPTO retrosynthesis dataset with 1.9M reactions from patents (1976-2016). Predict the reactants needed to synthesize the given product. (1) Given the product [CH:1]1([NH:4][C:5]2[N:12]=[C:11]([C:13]([F:16])([F:15])[F:14])[CH:10]=[CH:9][C:6]=2[C:7]([OH:22])=[O:17])[CH2:3][CH2:2]1, predict the reactants needed to synthesize it. The reactants are: [CH:1]1([NH:4][C:5]2[N:12]=[C:11]([C:13]([F:16])([F:15])[F:14])[CH:10]=[CH:9][C:6]=2[C:7]#N)[CH2:3][CH2:2]1.[OH-:17].[K+].C([OH:22])CC. (2) Given the product [CH2:22]([O:24][C:25](=[O:35])[C:26]([CH3:34])([CH:28]1[CH2:33][CH2:32][N:31]([C:19](=[S:20])[NH2:18])[CH2:30][CH2:29]1)[CH3:27])[CH3:23], predict the reactants needed to synthesize it. The reactants are: C1C2C(COC([N:18]=[C:19]=[S:20])=O)C3C(=CC=CC=3)C=2C=CC=1.Cl.[CH2:22]([O:24][C:25](=[O:35])[C:26]([CH3:34])([CH:28]1[CH2:33][CH2:32][NH:31][CH2:30][CH2:29]1)[CH3:27])[CH3:23].C(=O)([O-])O.[Na+].N1CCCCC1.